Dataset: Forward reaction prediction with 1.9M reactions from USPTO patents (1976-2016). Task: Predict the product of the given reaction. Given the reactants [CH2:1]([O:3][C:4]([C:6]1[C:7]([OH:25])=[C:8]2[C:14](Br)=[C:13](Br)[N:12]([CH2:17][C:18]3[CH:23]=[CH:22][C:21]([F:24])=[CH:20][CH:19]=3)[C:9]2=[CH:10][N:11]=1)=[O:5])[CH3:2].C([O-])=O.[NH4+], predict the reaction product. The product is: [CH2:1]([O:3][C:4]([C:6]1[C:7]([OH:25])=[C:8]2[CH:14]=[CH:13][N:12]([CH2:17][C:18]3[CH:23]=[CH:22][C:21]([F:24])=[CH:20][CH:19]=3)[C:9]2=[CH:10][N:11]=1)=[O:5])[CH3:2].